Dataset: Full USPTO retrosynthesis dataset with 1.9M reactions from patents (1976-2016). Task: Predict the reactants needed to synthesize the given product. Given the product [Cl:36][C:8]1[CH:9]=[C:10]([O:14][C:15]2[CH:20]=[CH:19][N:18]=[CH:17][C:16]=2[C:21]([N:23]2[C:32]3[C:27](=[CH:28][CH:29]=[CH:30][CH:31]=3)[N:26]([CH:33]3[CH2:35][CH2:34]3)[CH2:25][CH2:24]2)=[O:22])[C:11]([Cl:13])=[CH:12][C:7]=1[C:6]([NH:5][CH2:4][CH2:3][S:75]([OH:78])(=[O:77])=[O:76])=[O:37], predict the reactants needed to synthesize it. The reactants are: CO[C:3](=O)[CH2:4][NH:5][C:6](=[O:37])[C:7]1[CH:12]=[C:11]([Cl:13])[C:10]([O:14][C:15]2[CH:20]=[CH:19][N:18]=[CH:17][C:16]=2[C:21]([N:23]2[C:32]3[C:27](=[CH:28][CH:29]=[CH:30][CH:31]=3)[N:26]([CH:33]3[CH2:35][CH2:34]3)[CH2:25][CH2:24]2)=[O:22])=[CH:9][C:8]=1[Cl:36].F[P-](F)(F)(F)(F)F.N1(OC(N(C)C)=[N+](C)C)C2N=CC=CC=2N=N1.C(N(CC)C(C)C)(C)C.NCC[S:75]([OH:78])(=[O:77])=[O:76].